This data is from Peptide-MHC class II binding affinity with 134,281 pairs from IEDB. The task is: Regression. Given a peptide amino acid sequence and an MHC pseudo amino acid sequence, predict their binding affinity value. This is MHC class II binding data. (1) The peptide sequence is GELQIVDKIDARFKI. The MHC is DRB1_0401 with pseudo-sequence DRB1_0401. The binding affinity (normalized) is 0.187. (2) The peptide sequence is GPSLLDVSQTSVTALP. The MHC is DRB1_0301 with pseudo-sequence DRB1_0301. The binding affinity (normalized) is 0.00974.